This data is from Reaction yield outcomes from USPTO patents with 853,638 reactions. The task is: Predict the reaction yield, written as a fraction of the theoretical maximum amount of product (1.0 means a 100% yield; for example, 0.34 means a 34% yield). The reactants are C(C1C=CC(C(C)(CCCCC(=O)CCCCC(C2C=CC(CC(C)C)=CC=2)(C)C(O)=O)C(O)=O)=CC=1)C(C)C.C([O:43][C:44](=[O:68])[C:45]([CH3:67])([CH3:66])[CH2:46][CH2:47][CH2:48][CH2:49][CH2:50][C:51](=[O:65])[CH2:52][CH2:53][CH2:54][CH2:55][CH2:56][C:57]([CH3:64])([CH3:63])[C:58]([O:60]CC)=[O:59])C.[OH-].[K+]. The catalyst is C(O)C.O. The product is [CH3:63][C:57]([CH3:64])([CH2:56][CH2:55][CH2:54][CH2:53][CH2:52][C:51](=[O:65])[CH2:50][CH2:49][CH2:48][CH2:47][CH2:46][C:45]([CH3:67])([CH3:66])[C:44]([OH:68])=[O:43])[C:58]([OH:60])=[O:59]. The yield is 0.570.